This data is from Full USPTO retrosynthesis dataset with 1.9M reactions from patents (1976-2016). The task is: Predict the reactants needed to synthesize the given product. (1) Given the product [C:26]([N:29]1[CH2:33][CH2:32][N:31]([C:2]2[CH:3]=[CH:4][C:5]([C:10]([N:12]3[CH2:17][CH2:16][N:15]([C:18]4[CH:23]=[CH:22][C:21]([CH3:24])=[CH:20][C:19]=4[CH3:25])[CH2:14][CH2:13]3)=[O:11])=[C:6]([CH:9]=2)[C:7]#[N:8])[C:30]1=[O:34])(=[O:28])[CH3:27], predict the reactants needed to synthesize it. The reactants are: Br[C:2]1[CH:3]=[CH:4][C:5]([C:10]([N:12]2[CH2:17][CH2:16][N:15]([C:18]3[CH:23]=[CH:22][C:21]([CH3:24])=[CH:20][C:19]=3[CH3:25])[CH2:14][CH2:13]2)=[O:11])=[C:6]([CH:9]=1)[C:7]#[N:8].[C:26]([N:29]1[CH2:33][CH2:32][NH:31][C:30]1=[O:34])(=[O:28])[CH3:27]. (2) The reactants are: CC(O[C:7]1[CH:12]=[CH:11][C:10]([C:13]2[CH:18]=[CH:17][C:16](=[O:19])[N:15]([CH:20]([CH3:22])[CH3:21])[N:14]=2)=[C:9]([C:23]2[CH:28]=[CH:27][CH:26]=[CH:25][CH:24]=2)[N:8]=1)C(N)=O.C([O-])([O-])=O.[K+].[K+].O.Cl.C[N:38](C=O)C. Given the product [NH2:38][C:7]1[N:8]=[C:9]([C:23]2[CH:24]=[CH:25][CH:26]=[CH:27][CH:28]=2)[C:10]([C:13]2[CH:18]=[CH:17][C:16](=[O:19])[N:15]([CH:20]([CH3:21])[CH3:22])[N:14]=2)=[CH:11][CH:12]=1, predict the reactants needed to synthesize it.